From a dataset of Forward reaction prediction with 1.9M reactions from USPTO patents (1976-2016). Predict the product of the given reaction. (1) Given the reactants Cl[C:2]1[C:7]([C:8]2[N:13]=[C:12]([CH3:14])[N:11]=[C:10]([NH2:15])[N:9]=2)=[CH:6][C:5]([F:16])=[CH:4][N:3]=1.[NH2:17][C:18]1[CH:19]=[N:20][CH:21]=[C:22]([F:24])[CH:23]=1.[Li+].C[Si]([N-][Si](C)(C)C)(C)C, predict the reaction product. The product is: [F:16][C:5]1[CH:6]=[C:7]([C:8]2[N:13]=[C:12]([CH3:14])[N:11]=[C:10]([NH2:15])[N:9]=2)[C:2]([NH:17][C:18]2[CH:19]=[N:20][CH:21]=[C:22]([F:24])[CH:23]=2)=[N:3][CH:4]=1. (2) Given the reactants [OH:1][N:2]1[C:7]([CH3:9])([CH3:8])[CH2:6][CH2:5][CH2:4][C:3]1([CH3:11])[CH3:10].N(O[C:15]([CH3:18])([CH3:17])[CH3:16])=O.N[C:20]1[CH:34]=[CH:33][C:23]([C:24]([C:26]2[CH:31]=[CH:30][C:29](N)=[CH:28][CH:27]=2)=[O:25])=[CH:22][CH:21]=1, predict the reaction product. The product is: [CH3:10][C:3]1([CH3:11])[CH2:4][CH2:5][CH2:6][C:7]([CH3:9])([CH3:8])[N:2]1[O:1][C:20]1[CH:34]=[CH:33][C:23]([C:24]([C:26]2[CH:31]=[CH:30][C:29]([O:1][N:2]3[C:3]([CH3:11])([CH3:10])[CH2:4][CH2:5][CH2:18][C:15]3([CH3:16])[CH3:17])=[CH:28][CH:27]=2)=[O:25])=[CH:22][CH:21]=1. (3) Given the reactants [OH:1][C:2]1[C:10]([O:11][CH3:12])=[CH:9][C:8]([C:13]2[N:14]([C:29]([O:31][C:32]([CH3:35])([CH3:34])[CH3:33])=[O:30])[C:15]3[C:20]([CH:21]=2)=[CH:19][C:18]([CH2:22][N:23]2[CH2:28][CH2:27][CH2:26][CH2:25][CH2:24]2)=[CH:17][CH:16]=3)=[C:7]2[C:3]=1[CH2:4][NH:5][C:6]2=[O:36].C(N(CC)CC)C.[F:44][C:45]1[CH:46]=[C:47]([S:52](Cl)(=[O:54])=[O:53])[CH:48]=[CH:49][C:50]=1[CH3:51], predict the reaction product. The product is: [F:44][C:45]1[CH:46]=[C:47]([S:52]([O:1][C:2]2[C:10]([O:11][CH3:12])=[CH:9][C:8]([C:13]3[N:14]([C:29]([O:31][C:32]([CH3:33])([CH3:35])[CH3:34])=[O:30])[C:15]4[C:20]([CH:21]=3)=[CH:19][C:18]([CH2:22][N:23]3[CH2:28][CH2:27][CH2:26][CH2:25][CH2:24]3)=[CH:17][CH:16]=4)=[C:7]3[C:3]=2[CH2:4][NH:5][C:6]3=[O:36])(=[O:54])=[O:53])[CH:48]=[CH:49][C:50]=1[CH3:51]. (4) Given the reactants [CH3:1][C:2](=[O:6])[C:3](=[O:5])[CH3:4].[P:7]([O:12][CH3:13])([O:10][CH3:11])[O:8][CH3:9], predict the reaction product. The product is: [CH3:9][O:8][P:7]1([O:12][CH3:13])([O:10][CH3:11])[O:6][C:2]([CH3:1])=[C:3]([CH3:4])[O:5]1. (5) The product is: [P:9]([O-:13])([O-:12])([O-:11])=[O:10].[Fe+2:6].[P:9]([O-:13])([O-:12])([O-:11])=[O:10].[Fe+2:6].[Fe+2:6]. Given the reactants S([O-])([O-])(=O)=O.[Fe+2:6].[NH4+].[Fe].[P:9]([OH:13])([O-:12])([O-:11])=[O:10].[K+].[K+].[OH-].[NH4+], predict the reaction product. (6) Given the reactants [Br:1]Br.[OH:3][C:4]1[CH:5]=[C:6]2[C:11](=[CH:12][CH:13]=1)[CH:10]=[C:9]([C:14]1[C:18]3[CH:19]=[CH:20][C:21]([OH:23])=[CH:22][C:17]=3[O:16][N:15]=1)[CH:8]=[CH:7]2.O, predict the reaction product. The product is: [Br:1][C:5]1[C:4]([OH:3])=[CH:13][CH:12]=[C:11]2[C:6]=1[CH:7]=[CH:8][C:9]([C:14]1[C:18]3[CH:19]=[CH:20][C:21]([OH:23])=[CH:22][C:17]=3[O:16][N:15]=1)=[CH:10]2. (7) Given the reactants [Cl:1][C:2]1[C:7]([O:8][CH3:9])=[CH:6][C:5]([O:10][CH3:11])=[C:4]([Cl:12])[C:3]=1[C:13]#[C:14][C:15]1[CH:16]=[N:17][C:18]([NH:21][C:22]2[C:27]([N+:28]([O-])=O)=[CH:26][CH:25]=[CH:24][C:23]=2[CH3:31])=[N:19][CH:20]=1.[Cl-].[NH4+], predict the reaction product. The product is: [Cl:12][C:4]1[C:5]([O:10][CH3:11])=[CH:6][C:7]([O:8][CH3:9])=[C:2]([Cl:1])[C:3]=1[C:13]#[C:14][C:15]1[CH:20]=[N:19][C:18]([NH:21][C:22]2[C:27]([NH2:28])=[CH:26][CH:25]=[CH:24][C:23]=2[CH3:31])=[N:17][CH:16]=1. (8) Given the reactants [NH2:1][CH2:2][C:3]1[CH:11]=[CH:10][C:6]([C:7]([OH:9])=[O:8])=[CH:5][CH:4]=1.Cl[Si](C)(C)[CH3:14], predict the reaction product. The product is: [NH2:1][CH2:2][C:3]1[CH:4]=[CH:5][C:6]([C:7]([O:9][CH3:14])=[O:8])=[CH:10][CH:11]=1.